This data is from Drug-target binding data from BindingDB using IC50 measurements. The task is: Regression. Given a target protein amino acid sequence and a drug SMILES string, predict the binding affinity score between them. We predict pIC50 (pIC50 = -log10(IC50 in M); higher means more potent). Dataset: bindingdb_ic50. (1) The small molecule is CC1=C(N2CCC3(CCN(C[C@H](F)c4ccc5c(c4C)COC5=O)CC3)C2=O)COC1=O. The target protein (P48048) has sequence MNASSRNVFDTLIRVLTESMFKHLRKWVVTRFFGHSRQRARLVSKDGRCNIEFGNVEAQSRFIFFVDIWTTVLDLKWRYKMTIFITAFLGSWFFFGLLWYAVAYIHKDLPEFHPSANHTPCVENINGLTSAFLFSLETQVTIGYGFRCVTEQCATAIFLLIFQSILGVIINSFMCGAILAKISRPKKRAKTITFSKNAVISKRGGKLCLLIRVANLRKSLLIGSHIYGKLLKTTVTPEGETIILDQININFVVDAGNENLFFISPLTIYHVIDHNSPFFHMAAETLLQQDFELVVFLDGTVESTSATCQVRTSYVPEEVLWGYRFAPIVSKTKEGKYRVDFHNFSKTVEVETPHCAMCLYNEKDVRARMKRGYDNPNFILSEVNETDDTKM. The pIC50 is 7.4. (2) The compound is Cc1ccc(S(=O)(=O)c2ccc3ccccc3c2)cc1. The target protein (P9WNG3) has sequence MTEIATTSGARSVGLLSVGAYRPERVVTNDEICQHIDSSDEWIYTRTGIKTRRFAADDESAASMATEACRRALSNAGLSAADIDGVIVTTNTHFLQTPPAAPMVAASLGAKGILGFDLSAGCAGFGYALGAAADMIRGGGAATMLVVGTEKLSPTIDMYDRGNCFIFADGAAAVVVGETPFQGIGPTVAGSDGEQADAIRQDIDWITFAQNPSGPRPFVRLEGPAVFRWAAFKMGDVGRRAMDAAGVRPDQIDVFVPHQANSRINELLVKNLQLRPDAVVANDIEHTGNTSAASIPLAMAELLTTGAAKPGDLALLIGYGAGLSYAAQVVRMPKG. The pIC50 is 6.9. (3) The target protein (P36639) has sequence MYWSNQITRRLGERVQGFMSGISPQQMGEPEGSWSGKNPGTMGASRLYTLVLVLQPQRVLLGMKKRGFGAGRWNGFGGKVQEGETIEDGARRELQEESGLTVDALHKVGQIVFEFVGEPELMDVHVFCTDSIQGTPVESDEMRPCWFQLDQIPFKDMWPDDSYWFPLLLQKKKFHGYFKFQGQDTILDYTLREVDTV. The pIC50 is 5.4. The drug is c1cncc(-c2ccnc3[nH]ccc23)c1. (4) The drug is O=C1C2=C(CCCC2)S(=O)(=O)N1c1cccc(Br)n1. The target protein (P19835) has sequence MGRLQLVVLGLTCCWAVASAAKLGAVYTEGGFVEGVNKKLGLLGDSVDIFKGIPFAAPTKALENPQPHPGWQGTLKAKNFKKRCLQATITQDSTYGDEDCLYLNIWVPQGRKQVSRDLPVMIWIYGGAFLMGSGHGANFLNNYLYDGEEIATRGNVIVVTFNYRVGPLGFLSTGDANLPGNYGLRDQHMAIAWVKRNIAAFGGDPNNITLFGESAGGASVSLQTLSPYNKGLIRRAISQSGVALSPWVIQKNPLFWAKKVAEKVGCPVGDAARMAQCLKVTDPRALTLAYKVPLAGLEYPMLHYVGFVPVIDGDFIPADPINLYANAADIDYIAGTNNMDGHIFASIDMPAINKGNKKVTEEDFYKLVSEFTITKGLRGAKTTFDVYTESWAQDPSQENKKKTVVDFETDVLFLVPTEIALAQHRANAKSAKTYAYLFSHPSRMPVYPKWVGADHADDIQYVFGKPFATPTGYRPQDRTVSKAMIAYWTNFAKTGDPNMG.... The pIC50 is 4.0. (5) The small molecule is Cc1ccc(C(Nc2c(Nc3cccc(C(=O)N(C)C)c3O)c(=O)c2=O)C2CCCS2)o1. The target protein (P51679) has sequence MNPTDIADTTLDESIYSNYYLYESIPKPCTKEGIKAFGELFLPPLYSLVFVFGLLGNSVVVLVLFKYKRLRSMTDVYLLNLAISDLLFVFSLPFWGYYAADQWVFGLGLCKMISWMYLVGFYSGIFFVMLMSIDRYLAIVHAVFSLRARTLTYGVITSLATWSVAVFASLPGFLFSTCYTERNHTYCKTKYSLNSTTWKVLSSLEINILGLVIPLGIMLFCYSMIIRTLQHCKNEKKNKAVKMIFAVVVLFLGFWTPYNIVLFLETLVELEVLQDCTFERYLDYAIQATETLAFVHCCLNPIIYFFLGEKFRKYILQLFKTCRGLFVLCQYCGLLQIYSADTPSSSYTQSTMDHDLHDAL. The pIC50 is 6.6. (6) The compound is O=C1Cc2c([nH]c3cc[n+]([O-])cc23)-c2ccccc2N1. The target protein sequence is MKNWPIDEDINIYEEKNHTNNKNYVNNFEMSDQKDEEEYSHSSNRSEDEDEERTIDNEINRSPNKSYKLGNIIGNGSFGVVYEAICIDTSEQVAIKKVLQDPQYKNRELMIMKNLNHINIIYLKDYYYTESFKKNEKNIFLNVVMEYIPQTVHKYMKYYSRNNQALPMFLVKLYSYQLCRALSYIHSKFICHRDLKPQNLLIDPRTHTLKLCDFGSAKNLLAGQRSVSYICSRFYRAPELMLGSTNYTTHIDLWSLGCIIAEMILGYPIFSGQSSVDQLVRIIQVLGTPTEDQLKEMNPNYADIKFPDVKSKDLRKVFPKGTPDEAINLITQFLKYEPLKRLNPIEALADPFFDELRDPCIKLPKYIDKLPELFNFCKEEIQEMSMECRRKIIPKNVYEEFLMVDENDNNIINDTISNDFNESNLDTNNSNNKTHVIIES. The pIC50 is 5.0. (7) The small molecule is O=c1c(O)c(-c2ccccc2)oc2cc(O)cc(O)c12. The target protein (P04798) has sequence MLFPISMSATEFLLASVIFCLVFWVIRASRPQVPKGLKNPPGPWGWPLIGHMLTLGKNPHLALSRMSQQYGDVLQIRIGSTPVVVLSGLDTIRQALVRQGDDFKGRPDLYTFTLISNGQSMSFSPDSGPVWAARRRLAQNGLKSFSIASDPASSTSCYLEEHVSKEAEVLISTLQELMAGPGHFNPYRYVVVSVTNVICAICFGRRYDHNHQELLSLVNLNNNFGEVVGSGNPADFIPILRYLPNPSLNAFKDLNEKFYSFMQKMVKEHYKTFEKGHIRDITDSLIEHCQEKQLDENANVQLSDEKIINIVLDLFGAGFDTVTTAISWSLMYLVMNPRVQRKIQEELDTVIGRSRRPRLSDRSHLPYMEAFILETFRHSSFVPFTIPHSTTRDTSLKGFYIPKGRCVFVNQWQINHDQKLWVNPSEFLPERFLTPDGAIDKVLSEKVIIFGMGKRKCIGETIARWEVFLFLAILLQRVEFSVPLGVKVDMTPIYGLTMKH.... The pIC50 is 7.1.